From a dataset of Forward reaction prediction with 1.9M reactions from USPTO patents (1976-2016). Predict the product of the given reaction. (1) Given the reactants OC(C(F)(F)F)=O.[NH:8]1[CH2:11][CH:10]([NH:12][C:13](=[O:34])[CH2:14][NH:15][C:16]2[C:24]3[C:19](=[CH:20][CH:21]=[C:22]([C:25]([F:32])([O:30][CH3:31])[C:26]([F:29])([F:28])[F:27])[CH:23]=3)[N:18]([CH3:33])[N:17]=2)[CH2:9]1.[OH:35][C:36]1([C:43]2[CH:44]=[N:45][C:46]([CH3:49])=[CH:47][CH:48]=2)[CH2:41][CH2:40][C:39](=O)[CH2:38][CH2:37]1, predict the reaction product. The product is: [OH:35][C:36]1([C:43]2[CH:44]=[N:45][C:46]([CH3:49])=[CH:47][CH:48]=2)[CH2:37][CH2:38][CH:39]([N:8]2[CH2:9][CH:10]([NH:12][C:13](=[O:34])[CH2:14][NH:15][C:16]3[C:24]4[C:19](=[CH:20][CH:21]=[C:22]([C:25]([F:32])([O:30][CH3:31])[C:26]([F:29])([F:27])[F:28])[CH:23]=4)[N:18]([CH3:33])[N:17]=3)[CH2:11]2)[CH2:40][CH2:41]1. (2) The product is: [CH:24]1([CH2:23][O:22][C:16]2[CH:17]=[C:18]([F:21])[CH:19]=[CH:20][C:15]=2[C:14]2[C:9]3[N:8]([CH2:29][O:30][CH2:31][CH2:32][Si:33]([CH3:36])([CH3:35])[CH3:34])[C:7]([CH3:27])=[C:6]([C:4]([O:3][CH2:1][CH3:2])=[O:5])[C:10]=3[N:11]=[CH:12][N:13]=2)[CH2:25][CH2:26]1. Given the reactants [CH2:1]([O:3][C:4]([C:6]1[C:10]2[N:11]=[CH:12][N:13]=[C:14]([C:15]3[CH:20]=[CH:19][C:18]([F:21])=[CH:17][C:16]=3[O:22][CH2:23][CH:24]3[CH2:26][CH2:25]3)[C:9]=2[NH:8][C:7]=1[CH3:27])=[O:5])[CH3:2].Cl[CH2:29][O:30][CH2:31][CH2:32][Si:33]([CH3:36])([CH3:35])[CH3:34], predict the reaction product. (3) Given the reactants [Br:1][C:2]1[CH:3]=[C:4](/[CH:7]=[CH:8]/[C:9]([OH:11])=O)[S:5][CH:6]=1.C(N(CC)CC)C.ClC(OCC)=O.[N-:25]=[N+:26]=[N-:27].[Na+], predict the reaction product. The product is: [Br:1][C:2]1[CH:3]=[C:4](/[CH:7]=[CH:8]/[C:9]([N:25]=[N+:26]=[N-:27])=[O:11])[S:5][CH:6]=1. (4) Given the reactants C[O:2][C:3]([C:17]1[O:18][C:19]2[CH:25]=[CH:24][C:23]([C:26]#[N:27])=[CH:22][C:20]=2[N:21]=1)([C:5]1[C:13]([O:14][CH3:15])=[CH:12][C:11]([CH3:16])=[C:10]2[C:6]=1[CH:7]=[CH:8][NH:9]2)[CH3:4].CCO, predict the reaction product. The product is: [OH:2][C:3]([C:17]1[O:18][C:19]2[CH:25]=[CH:24][C:23]([C:26]#[N:27])=[CH:22][C:20]=2[N:21]=1)([C:5]1[C:13]([O:14][CH3:15])=[CH:12][C:11]([CH3:16])=[C:10]2[C:6]=1[CH:7]=[CH:8][NH:9]2)[CH3:4]. (5) Given the reactants [OH:1][C:2]1[C:10]2[CH:9]=[N:8][CH:7]=[N:6][C:5]=2[O:4][C:3]=1[C:11]([O:13][CH2:14][CH3:15])=[O:12].C(N(C(C)C)CC)(C)C.C1C=CC(N([S:32]([C:35]([F:38])([F:37])[F:36])(=[O:34])=[O:33])[S:32]([C:35]([F:38])([F:37])[F:36])(=[O:34])=[O:33])=CC=1, predict the reaction product. The product is: [F:36][C:35]([F:38])([F:37])[S:32]([O:1][C:2]1[C:10]2[CH:9]=[N:8][CH:7]=[N:6][C:5]=2[O:4][C:3]=1[C:11]([O:13][CH2:14][CH3:15])=[O:12])(=[O:34])=[O:33].